This data is from Catalyst prediction with 721,799 reactions and 888 catalyst types from USPTO. The task is: Predict which catalyst facilitates the given reaction. Reactant: Br[C:2]1[CH:7]=[CH:6][C:5]([CH3:8])=[CH:4][C:3]=1[C:9]([N:11]1[CH2:16][CH2:15][CH2:14][C@@H:13]([CH3:17])[C@H:12]1[CH2:18][NH:19][C:20]1[CH:25]=[CH:24][C:23]([C:26]([F:29])([F:28])[F:27])=[CH:22][N:21]=1)=[O:10].[NH:30]1[CH:34]=[CH:33][CH:32]=[N:31]1.CN[C@H]1CCCC[C@@H]1NC.[C:45]([O-:48])([O-])=[O:46].[Cs+].[Cs+]. Product: [CH3:17][C@@H:13]1[CH2:14][CH2:15][CH2:16][N:11]([C:9]([C:3]2[CH:4]=[C:5]([CH3:8])[CH:6]=[CH:7][C:2]=2[N:30]2[CH:34]=[CH:33][CH:32]=[N:31]2)=[O:10])[C@@H:12]1[CH2:18][NH:19][C:20]1[CH:25]=[CH:24][C:23]([C:26]([F:29])([F:28])[F:27])=[CH:22][N:21]=1.[C:45]([OH:48])([C:26]([F:29])([F:28])[F:27])=[O:46]. The catalyst class is: 321.